This data is from Full USPTO retrosynthesis dataset with 1.9M reactions from patents (1976-2016). The task is: Predict the reactants needed to synthesize the given product. (1) Given the product [CH3:1][CH2:2][C@@H:3]([CH:28]([CH3:29])[CH3:30])/[CH:4]=[CH:5]/[C@H:6]([C@@H:8]1[C@@:12]2([CH3:27])[CH2:13][CH2:14][C@@H:15]3[C@@:20]4([CH3:26])[CH2:21][CH2:22][C@H:23]([OH:25])[CH2:24][C:19]4=[CH:18][CH2:17][C@H:16]3[C@@H:11]2[CH2:10][CH2:9]1)[CH3:7].[S:31]([C:34]1[CH:40]=[CH:39][C:37]([CH3:38])=[CH:36][CH:35]=1)([O-:43])(=[O:33])=[O:32], predict the reactants needed to synthesize it. The reactants are: [CH3:1][CH2:2][C@@H:3]([CH:28]([CH3:30])[CH3:29])/[CH:4]=[CH:5]/[C@H:6]([C@@H:8]1[C@@:12]2([CH3:27])[CH2:13][CH2:14][C@@H:15]3[C@@:20]4([CH3:26])[CH2:21][CH2:22][C@H:23]([OH:25])[CH2:24][C:19]4=[CH:18][CH2:17][C@H:16]3[C@@H:11]2[CH2:10][CH2:9]1)[CH3:7].[S:31](Cl)([C:34]1[CH:40]=[CH:39][C:37]([CH3:38])=[CH:36][CH:35]=1)(=[O:33])=[O:32].C(=O)(O)[O-:43].[Na+]. (2) Given the product [ClH:32].[CH2:30]([N:3]([CH2:1][CH3:2])[CH2:4][CH2:5][NH:6][C:7]([C:9]1[C:17]2[CH2:16][CH2:15][CH2:14]/[C:13](=[C:18]3/[C:19](=[O:28])[NH:20][C:21]4[C:26]/3=[CH:25][C:24]([F:27])=[CH:23][CH:22]=4)/[C:12]=2[NH:11][C:10]=1[CH3:29])=[O:8])[CH3:31], predict the reactants needed to synthesize it. The reactants are: [CH2:1]([N:3]([CH2:30][CH3:31])[CH2:4][CH2:5][NH:6][C:7]([C:9]1[C:17]2[CH2:16][CH2:15][CH2:14]/[C:13](=[C:18]3/[C:19](=[O:28])[NH:20][C:21]4[C:26]/3=[CH:25][C:24]([F:27])=[CH:23][CH:22]=4)/[C:12]=2[NH:11][C:10]=1[CH3:29])=[O:8])[CH3:2].[Cl:32]CCl.Cl.